Dataset: Full USPTO retrosynthesis dataset with 1.9M reactions from patents (1976-2016). Task: Predict the reactants needed to synthesize the given product. (1) The reactants are: [OH:1][C:2]([C:4](F)(F)F)=O.[NH:8]1[CH2:11][CH:10]([C:12]2[CH:33]=[CH:32][C:15]3[C:16]4[N:17]=[C:18]([C:24]5[N:25]([CH:29]([CH3:31])[CH3:30])[N:26]=[CH:27][N:28]=5)[S:19][C:20]=4[CH2:21][CH2:22][O:23][C:14]=3[CH:13]=2)[CH2:9]1.ClCC[S:37](Cl)(=[O:39])=[O:38].C(N(CC)CC)C. Given the product [CH:29]([N:25]1[C:24]([C:18]2[S:19][C:20]3[CH2:21][CH2:22][O:23][C:14]4[CH:13]=[C:12]([CH:10]5[CH2:11][N:8]([S:37]([CH2:4][CH2:2][OH:1])(=[O:39])=[O:38])[CH2:9]5)[CH:33]=[CH:32][C:15]=4[C:16]=3[N:17]=2)=[N:28][CH:27]=[N:26]1)([CH3:31])[CH3:30], predict the reactants needed to synthesize it. (2) Given the product [CH:1]1([N:4]2[CH2:9][CH2:8][CH:7]([C:20]#[N:21])[CH2:6][CH2:5]2)[CH2:3][CH2:2]1, predict the reactants needed to synthesize it. The reactants are: [CH:1]1([N:4]2[CH2:9][CH2:8][C:7](=O)[CH2:6][CH2:5]2)[CH2:3][CH2:2]1.C1(C)C=CC(S([CH2:20][N+:21]#[C-])(=O)=O)=CC=1.CC(C)([O-])C.[K+]. (3) The reactants are: [CH3:1][N:2]1[CH:6]=[C:5]([C:7]2[CH:12]=[CH:11][C:10]([C:13]3[C:22]4[C:17](=[CH:18][CH:19]=[C:20]([NH2:23])[CH:21]=4)[CH:16]=[N:15][CH:14]=3)=[CH:9][CH:8]=2)[CH:4]=[N:3]1.[C:24](OC(=O)C)(=[O:26])[CH3:25].C(N(CC)C(C)C)(C)C. Given the product [CH3:1][N:2]1[CH:6]=[C:5]([C:7]2[CH:12]=[CH:11][C:10]([C:13]3[C:22]4[C:17](=[CH:18][CH:19]=[C:20]([NH:23][C:24](=[O:26])[CH3:25])[CH:21]=4)[CH:16]=[N:15][CH:14]=3)=[CH:9][CH:8]=2)[CH:4]=[N:3]1, predict the reactants needed to synthesize it. (4) Given the product [Br:10][C:11]1[CH:12]=[C:13]([C:18]2[CH:19]=[CH:20][C:21](/[C:24](/[CH3:31])=[CH:25]/[CH2:26][OH:27])=[CH:22][CH:23]=2)[CH:14]=[C:15]([Br:17])[CH:16]=1, predict the reactants needed to synthesize it. The reactants are: CC(C[AlH]CC(C)C)C.[Br:10][C:11]1[CH:12]=[C:13]([C:18]2[CH:23]=[CH:22][C:21](/[C:24](/[CH3:31])=[CH:25]/[C:26](OCC)=[O:27])=[CH:20][CH:19]=2)[CH:14]=[C:15]([Br:17])[CH:16]=1. (5) Given the product [Cl:1][C:2]1[N:7]=[C:6]([C:8]([NH:16][C:15]2[CH:17]=[C:18]([O:20][CH3:21])[CH:19]=[C:13]([O:12][CH3:11])[CH:14]=2)=[O:9])[CH:5]=[N:4][CH:3]=1, predict the reactants needed to synthesize it. The reactants are: [Cl:1][C:2]1[N:7]=[C:6]([C:8](Cl)=[O:9])[CH:5]=[N:4][CH:3]=1.[CH3:11][O:12][C:13]1[CH:14]=[C:15]([CH:17]=[C:18]([O:20][CH3:21])[CH:19]=1)[NH2:16]. (6) Given the product [N:26]1[CH:24]=[CH:23][CH:22]=[N:21][C:20]=1[C:18]1[O:19][C:12]2[CH2:11][N:10]([C:8]3[CH:7]=[C:4]([CH:3]=[CH:2][CH:9]=3)[C:5]#[N:6])[CH2:16][CH2:15][CH2:14][C:13]=2[N:17]=1, predict the reactants needed to synthesize it. The reactants are: F[C:2]1[CH:3]=[C:4]([CH:7]=[C:8]([N:10]2[CH2:16][CH2:15][CH2:14][C:13]3[N:17]=[C:18]([C:20]4C=[CH:24][CH:23]=[CH:22][N:21]=4)[O:19][C:12]=3[CH2:11]2)[CH:9]=1)[C:5]#[N:6].[N:26]1C=CC=NC=1C(O)=O.BrC1C=C(C=CC=1)C#N. (7) The reactants are: [CH2:1]([O:8][C:9]1[CH:18]=[C:17]2[C:12]([C:13](=O)[CH2:14][CH:15]=[N:16]2)=[CH:11][C:10]=1[O:20][CH3:21])[C:2]1[CH:7]=[CH:6][CH:5]=[CH:4][CH:3]=1.P(Cl)(Cl)([Cl:24])=O. Given the product [CH2:1]([O:8][C:9]1[CH:18]=[C:17]2[C:12]([C:13]([Cl:24])=[CH:14][CH:15]=[N:16]2)=[CH:11][C:10]=1[O:20][CH3:21])[C:2]1[CH:7]=[CH:6][CH:5]=[CH:4][CH:3]=1, predict the reactants needed to synthesize it.